From a dataset of Full USPTO retrosynthesis dataset with 1.9M reactions from patents (1976-2016). Predict the reactants needed to synthesize the given product. (1) Given the product [CH3:1][O:2][CH2:3][CH2:4][N:5]1[CH:14]([C:15]2[S:16][CH:17]=[CH:18][CH:19]=2)[CH:13]([C:20]([NH:32][C:31]2[CH:33]=[CH:34][CH:35]=[C:29]([O:28][CH3:27])[CH:30]=2)=[O:21])[C:12]2[C:7](=[CH:8][C:9]([N+:23]([O-:25])=[O:24])=[CH:10][CH:11]=2)[C:6]1=[O:26], predict the reactants needed to synthesize it. The reactants are: [CH3:1][O:2][CH2:3][CH2:4][N:5]1[CH:14]([C:15]2[S:16][CH:17]=[CH:18][CH:19]=2)[CH:13]([C:20](O)=[O:21])[C:12]2[C:7](=[CH:8][C:9]([N+:23]([O-:25])=[O:24])=[CH:10][CH:11]=2)[C:6]1=[O:26].[CH3:27][O:28][C:29]1[CH:30]=[C:31]([CH:33]=[CH:34][CH:35]=1)[NH2:32].N=C=N. (2) Given the product [CH3:1][C:2]1[N:3]=[C:4]([N:12]2[C:16](=[O:17])[N:15]([CH2:30][C:29]3[CH:28]=[CH:27][C:26]([C:25]([F:24])([F:34])[F:35])=[CH:33][CH:32]=3)[N:14]=[CH:13]2)[S:5][C:6]=1[C:7]([O:9][CH2:10][CH3:11])=[O:8], predict the reactants needed to synthesize it. The reactants are: [CH3:1][C:2]1[N:3]=[C:4]([N:12]2[C:16](=[O:17])[NH:15][N:14]=[CH:13]2)[S:5][C:6]=1[C:7]([O:9][CH2:10][CH3:11])=[O:8].C(=O)([O-])[O-].[K+].[K+].[F:24][C:25]([F:35])([F:34])[C:26]1[CH:33]=[CH:32][C:29]([CH2:30]Br)=[CH:28][CH:27]=1. (3) Given the product [I:11][C:8]1[CH:9]=[C:10]2[C:5](=[CH:6][CH:7]=1)[NH:4][C:3]([C:12]([O:14][CH2:15][CH3:16])=[O:13])=[CH:2]2, predict the reactants needed to synthesize it. The reactants are: I[C:2]1[C:10]2[C:5](=[CH:6][CH:7]=[C:8]([I:11])[CH:9]=2)[NH:4][C:3]=1[C:12]([O:14][CH2:15][CH3:16])=[O:13].Cl.O. (4) Given the product [CH2:2]([O:9][C:10]([C@H:11]1[CH2:15][CH2:14][CH2:13][N:12]1[C:26]([C@H:17]1[CH2:18][CH2:19][C@H:20]([C:23]([N:12]2[CH2:13][CH2:14][CH2:15][C@@H:11]2[C:10]([O:9][CH2:2][C:3]2[CH:8]=[CH:7][CH:6]=[CH:5][CH:4]=2)=[O:16])=[O:25])[CH2:21][CH2:22]1)=[O:28])=[O:16])[C:3]1[CH:4]=[CH:5][CH:6]=[CH:7][CH:8]=1, predict the reactants needed to synthesize it. The reactants are: Cl.[CH2:2]([O:9][C:10](=[O:16])[C@H:11]1[CH2:15][CH2:14][CH2:13][NH:12]1)[C:3]1[CH:8]=[CH:7][CH:6]=[CH:5][CH:4]=1.[C@H:17]1([C:26]([OH:28])=O)[CH2:22][CH2:21][C@H:20]([C:23]([OH:25])=O)[CH2:19][CH2:18]1. (5) Given the product [C:1]([O:5][C:6]([NH:7][C@@H:8]1[CH2:13][CH2:12][C@H:11]([N:14]2[C:19](=[O:20])[C:18]3[CH:21]=[C:22]([F:25])[CH:23]=[N:24][C:17]=3[N:16]([C:26]3[CH:27]=[C:28]([C:32]4[CH:33]=[CH:34][C:35]([CH2:38][N:52]5[CH2:53][CH2:54][CH2:55][N:49]([C:56]([O:58][CH2:59][C:60]6[CH:65]=[CH:64][CH:63]=[CH:62][CH:61]=6)=[O:57])[CH2:50][CH2:51]5)=[CH:36][CH:37]=4)[CH:29]=[CH:30][CH:31]=3)[C:15]2=[O:40])[CH2:10][CH2:9]1)=[O:41])([CH3:4])([CH3:3])[CH3:2], predict the reactants needed to synthesize it. The reactants are: [C:1]([O:5][C:6](=[O:41])[NH:7][C@H:8]1[CH2:13][CH2:12][C@@H:11]([N:14]2[C:19](=[O:20])[C:18]3[CH:21]=[C:22]([F:25])[CH:23]=[N:24][C:17]=3[N:16]([C:26]3[CH:27]=[C:28]([C:32]4[CH:37]=[CH:36][C:35]([CH:38]=O)=[CH:34][CH:33]=4)[CH:29]=[CH:30][CH:31]=3)[C:15]2=[O:40])[CH2:10][CH2:9]1)([CH3:4])([CH3:3])[CH3:2].S([O-])([O-])(=O)=O.[Na+].[Na+].[N:49]1([C:56]([O:58][CH2:59][C:60]2[CH:65]=[CH:64][CH:63]=[CH:62][CH:61]=2)=[O:57])[CH2:55][CH2:54][CH2:53][NH:52][CH2:51][CH2:50]1.C(O[BH-](OC(=O)C)OC(=O)C)(=O)C.[Na+].